From a dataset of Reaction yield outcomes from USPTO patents with 853,638 reactions. Predict the reaction yield, written as a fraction of the theoretical maximum amount of product (1.0 means a 100% yield; for example, 0.34 means a 34% yield). (1) The reactants are [N:1]([C:4](=[CH:9][C:10]1[CH:15]=[CH:14][CH:13]=[C:12]([CH:16]2[O:20][CH2:19][CH2:18][O:17]2)[CH:11]=1)[C:5]([O:7][CH3:8])=[O:6])=[N+]=[N-]. The catalyst is C1(C)C(C)=CC=CC=1. The product is [O:17]1[CH2:18][CH2:19][O:20][CH:16]1[C:12]1[CH:11]=[C:10]2[C:15](=[CH:14][CH:13]=1)[NH:1][C:4]([C:5]([O:7][CH3:8])=[O:6])=[CH:9]2. The yield is 0.420. (2) The reactants are [C@@H:1]12[CH2:7][C@@H:4]([CH2:5][CH2:6]1)[CH2:3][C@@H:2]2[O:8][C:9]1[C:21]([CH:22]2[CH2:24][CH2:23]2)=[CH:20][C:12]([C:13]([O:15]C(C)(C)C)=[O:14])=[C:11]([F:25])[CH:10]=1.[C@@H]12C[C@@H](CC1)C[C@H]2OC1C(C2CC2)=CC(C(OC(C)(C)C)=O)=C(F)C=1. No catalyst specified. The product is [C@@H:1]12[CH2:7][C@@H:4]([CH2:5][CH2:6]1)[CH2:3][C@H:2]2[O:8][C:9]1[C:21]([CH:22]2[CH2:24][CH2:23]2)=[CH:20][C:12]([C:13]([OH:15])=[O:14])=[C:11]([F:25])[CH:10]=1. The yield is 0.570. (3) The reactants are CN(C)C=O.[C:6](Cl)(=[O:10])[C:7](Cl)=O.[F:12][C:13]1[C:18]([C:19]2[N:20]([Si](C(C)C)(C(C)C)C(C)C)[CH:21]=C[C:23]=2[F:24])=[CH:17][CH:16]=[CH:15][N:14]=1.[OH-].[Na+]. The catalyst is ClCCl. The product is [F:24][C:23]1[C:7]([CH:6]=[O:10])=[CH:21][NH:20][C:19]=1[C:18]1[C:13]([F:12])=[N:14][CH:15]=[CH:16][CH:17]=1. The yield is 0.780. (4) The reactants are [CH2:1]1COC23OCCOC2([C@]2(CC[C@H]4[C@@H](CC(=C)C5[C@]4(C)CCCC5)[C@@H]2C3)C)O1.C([C@@H:31]1[CH:48]2[C@:43]([CH3:50])([CH2:44][CH2:45][C:46](=[O:49])[CH2:47]2)[C@@H:42]2[C@H:33]([C@H:34]3[C@@:38]([CH2:40][CH2:41]2)([CH3:39])[C:37](=[O:51])[CH2:36][CH2:35]3)[CH2:32]1)#N. No catalyst specified. The product is [CH2:1]=[C:32]1[CH2:31][CH:48]2[C@:43]([CH3:50])([CH2:44][CH2:45][C:46](=[O:49])[CH2:47]2)[C@@H:42]2[C@@H:33]1[C@H:34]1[C@@:38]([CH2:40][CH2:41]2)([CH3:39])[C:37](=[O:51])[CH2:36][CH2:35]1. The yield is 0.870.